Task: Predict the reactants needed to synthesize the given product.. Dataset: Full USPTO retrosynthesis dataset with 1.9M reactions from patents (1976-2016) Given the product [NH2:16][C:17]1[CH:18]=[C:19]([CH:23]=[CH:24][N:25]=1)[C:20]([NH:13][CH2:12][C:9]1[CH:10]=[N:11][C:6]([O:5][CH2:4][C:3]([F:2])([F:14])[F:15])=[CH:7][CH:8]=1)=[O:21], predict the reactants needed to synthesize it. The reactants are: Cl.[F:2][C:3]([F:15])([F:14])[CH2:4][O:5][C:6]1[N:11]=[CH:10][C:9]([CH2:12][NH2:13])=[CH:8][CH:7]=1.[NH2:16][C:17]1[CH:18]=[C:19]([CH:23]=[CH:24][N:25]=1)[C:20](O)=[O:21].